This data is from Catalyst prediction with 721,799 reactions and 888 catalyst types from USPTO. The task is: Predict which catalyst facilitates the given reaction. (1) Reactant: [CH2:1]([O:3][C:4]([C:6]1([C:9]2[CH:14]=[CH:13][C:12]([C:15]3[CH:20]=[CH:19][C:18]([C:21]4[S:22][C:23]([Cl:29])=[CH:24][C:25]=4C(=O)N)=[CH:17][CH:16]=3)=[CH:11][CH:10]=2)[CH2:8][CH2:7]1)=[O:5])[CH3:2].[S:30]1[CH:34]=[CH:33][CH:32]=[C:31]1[C@H:35]([OH:37])[CH3:36].[N:38]1[CH:43]=CC=CC=1.FC(F)(F)C(OI(C1C=CC=CC=1)OC(=O)C(F)(F)F)=[O:47]. Product: [CH2:1]([O:3][C:4]([C:6]1([C:9]2[CH:10]=[CH:11][C:12]([C:15]3[CH:16]=[CH:17][C:18]([C:21]4[S:22][C:23]([Cl:29])=[CH:24][C:25]=4[NH:38][C:43]([O:37][C@@H:35]([C:31]4[S:30][CH:34]=[CH:33][CH:32]=4)[CH3:36])=[O:47])=[CH:19][CH:20]=3)=[CH:13][CH:14]=2)[CH2:8][CH2:7]1)=[O:5])[CH3:2]. The catalyst class is: 11. (2) Reactant: O=[CH:2][CH2:3][CH2:4][CH2:5][CH2:6][CH2:7][NH:8][C:9](=[O:15])[O:10][C:11]([CH3:14])([CH3:13])[CH3:12].[NH:16]1[CH2:21][CH2:20][CH2:19][CH2:18][C@@H:17]1[C:22]([OH:24])=[O:23].C(O[BH-](OC(=O)C)OC(=O)C)(=O)C.[Na+].CO. Product: [C:11]([O:10][C:9]([NH:8][CH2:7][CH2:6][CH2:5][CH2:4][CH2:3][CH2:2][N:16]1[CH2:21][CH2:20][CH2:19][CH2:18][C@@H:17]1[C:22]([OH:24])=[O:23])=[O:15])([CH3:14])([CH3:13])[CH3:12]. The catalyst class is: 26.